From a dataset of Forward reaction prediction with 1.9M reactions from USPTO patents (1976-2016). Predict the product of the given reaction. (1) Given the reactants [CH2:1]([O:8][C:9]1[CH:14]=[CH:13][C:12]([CH2:15][CH2:16][CH:17]([C:19]2[O:20][C:21]3[C:22]([N:27]=2)=[N:23][CH:24]=[CH:25][CH:26]=3)[OH:18])=[CH:11][CH:10]=1)[C:2]1[CH:7]=[CH:6][CH:5]=[CH:4][CH:3]=1.CC(OI1(OC(C)=O)(OC(C)=O)OC(=O)C2C=CC=CC1=2)=O, predict the reaction product. The product is: [CH2:1]([O:8][C:9]1[CH:10]=[CH:11][C:12]([CH2:15][CH2:16][C:17]([C:19]2[O:20][C:21]3[C:22]([N:27]=2)=[N:23][CH:24]=[CH:25][CH:26]=3)=[O:18])=[CH:13][CH:14]=1)[C:2]1[CH:7]=[CH:6][CH:5]=[CH:4][CH:3]=1. (2) Given the reactants Cl[CH2:2][C:3]1[CH:8]=[CH:7][C:6]([CH:9]=[CH2:10])=[CH:5][CH:4]=1.[C:11]1(=[O:21])[NH:15][C:14](=[O:16])[C:13]2=[CH:17][CH:18]=[CH:19][CH:20]=[C:12]12.[K], predict the reaction product. The product is: [CH:9]([C:6]1[CH:7]=[CH:8][C:3]([CH2:2][N:15]2[C:11](=[O:21])[C:12]3[C:13](=[CH:17][CH:18]=[CH:19][CH:20]=3)[C:14]2=[O:16])=[CH:4][CH:5]=1)=[CH2:10].